This data is from TCR-epitope binding with 47,182 pairs between 192 epitopes and 23,139 TCRs. The task is: Binary Classification. Given a T-cell receptor sequence (or CDR3 region) and an epitope sequence, predict whether binding occurs between them. (1) The epitope is VLWAHGFEL. The TCR CDR3 sequence is CASSEDRGNQPQHF. Result: 1 (the TCR binds to the epitope). (2) The epitope is KAYNVTQAF. The TCR CDR3 sequence is CASSWRDRGEYNEQFF. Result: 1 (the TCR binds to the epitope). (3) The epitope is FIAGLIAIV. The TCR CDR3 sequence is CASSFSLGAAGELFF. Result: 0 (the TCR does not bind to the epitope). (4) The epitope is FLNGSCGSV. The TCR CDR3 sequence is CASSLLSVYEQYF. Result: 1 (the TCR binds to the epitope). (5) The epitope is RLRPGGKKK. The TCR CDR3 sequence is CASSDTLNTEAFF. Result: 1 (the TCR binds to the epitope).